Predict the reactants needed to synthesize the given product. From a dataset of Full USPTO retrosynthesis dataset with 1.9M reactions from patents (1976-2016). (1) Given the product [Br:1][C:2]1[CH:9]=[CH:8][C:5]([NH:6][CH3:7])=[C:4]([N+:10]([O-:12])=[O:11])[C:3]=1[S:16][CH2:14][CH3:15], predict the reactants needed to synthesize it. The reactants are: [Br:1][C:2]1[CH:9]=[CH:8][C:5]([NH:6][CH3:7])=[C:4]([N+:10]([O-:12])=[O:11])[C:3]=1F.[CH2:14]([SH:16])[CH3:15]. (2) Given the product [ClH:19].[NH2:2][CH2:3][CH2:4][C@@H:5]([Cl:1])[C:6]([O:8][CH3:9])=[O:7], predict the reactants needed to synthesize it. The reactants are: [ClH:1].[NH2:2][CH2:3][CH2:4][C@H:5](O)[C:6]([O:8][CH3:9])=[O:7].O1CCOCC1.S(Cl)([Cl:19])=O. (3) Given the product [CH3:8][O:9][C:10]1[CH:11]=[C:12]([C:18]2[N:23]=[CH:22][C:21](/[CH:24]=[CH:25]/[C:26]([NH:29][C:30]3[CH:35]=[C:34]([C:36]4[S:37][CH:38]=[CH:39][CH:40]=4)[CH:33]=[CH:32][C:31]=3[NH:41][C:42](=[O:48])[O:43][C:44]([CH3:46])([CH3:45])[CH3:47])=[O:28])=[CH:20][CH:19]=2)[CH:13]=[CH:14][C:15]=1[O:16][CH3:17], predict the reactants needed to synthesize it. The reactants are: FC(F)(F)C(O)=O.[CH3:8][O:9][C:10]1[CH:11]=[C:12]([C:18]2[N:23]=[CH:22][C:21](/[CH:24]=[CH:25]/[C:26]([OH:28])=O)=[CH:20][CH:19]=2)[CH:13]=[CH:14][C:15]=1[O:16][CH3:17].[NH2:29][C:30]1[CH:35]=[C:34]([C:36]2[S:37][CH:38]=[CH:39][CH:40]=2)[CH:33]=[CH:32][C:31]=1[NH:41][C:42](=[O:48])[O:43][C:44]([CH3:47])([CH3:46])[CH3:45].CN([P+](ON1N=NC2C=CC=CC1=2)(N(C)C)N(C)C)C.F[P-](F)(F)(F)(F)F. (4) Given the product [F:1][C:2]([F:10])([F:11])[C:3]1[CH:9]=[CH:8][C:6]([NH:7][CH:14]([CH2:15][CH3:16])[CH2:13][C:12]([N:18]2[CH2:22][CH2:21][O:20][C:19]2=[O:23])=[O:17])=[CH:5][CH:4]=1, predict the reactants needed to synthesize it. The reactants are: [F:1][C:2]([F:11])([F:10])[C:3]1[CH:9]=[CH:8][C:6]([NH2:7])=[CH:5][CH:4]=1.[C:12]([N:18]1[CH2:22][CH2:21][O:20][C:19]1=[O:23])(=[O:17])[CH:13]=[CH:14][CH2:15][CH3:16].[Cl-].[NH4+]. (5) The reactants are: [CH3:1][N:2]1[C:10]2[C:5](=[CH:6][CH:7]=[CH:8][C:9]=2[OH:11])[CH:4]=[CH:3]1.Cl[CH2:13][C:14]([N:16]([CH3:18])[CH3:17])=[O:15].C(=O)([O-])[O-].[K+].[K+].[I-].[K+]. Given the product [CH3:17][N:16]([CH3:18])[C:14](=[O:15])[CH2:13][O:11][C:9]1[CH:8]=[CH:7][CH:6]=[C:5]2[C:10]=1[N:2]([CH3:1])[CH:3]=[CH:4]2, predict the reactants needed to synthesize it. (6) Given the product [F:21][C:18]1[CH:19]=[CH:20][C:13]([O:11][C:9]2[CH:8]=[CH:7][C:6]3[C:2]([CH3:1])=[N:3][O:4][C:5]=3[CH:10]=2)=[C:14]([CH:17]=1)[C:15]#[N:16], predict the reactants needed to synthesize it. The reactants are: [CH3:1][C:2]1[C:6]2[CH:7]=[CH:8][C:9]([OH:11])=[CH:10][C:5]=2[O:4][N:3]=1.F[C:13]1[CH:20]=[CH:19][C:18]([F:21])=[CH:17][C:14]=1[C:15]#[N:16].C(=O)([O-])[O-].[K+].[K+]. (7) Given the product [CH3:11][C:1]1[CH:6]=[C:5]([CH3:7])[CH:4]=[C:3]([CH3:8])[C:2]=1[C:12]([OH:14])=[O:13], predict the reactants needed to synthesize it. The reactants are: [C:1]1([CH3:11])[CH:6]=[C:5]([CH3:7])[CH:4]=[C:3]([CH3:8])[C:2]=1[Mg]Br.[C:12](=[O:14])=[O:13].